Predict the product of the given reaction. From a dataset of Forward reaction prediction with 1.9M reactions from USPTO patents (1976-2016). (1) Given the reactants [ClH:1].[F:2][C:3]1[CH:4]=[C:5]([C@@H:10]([NH:14]C(=O)OC(C)(C)C)[C@H:11]([OH:13])[CH3:12])[CH:6]=[CH:7][C:8]=1[F:9], predict the reaction product. The product is: [ClH:1].[NH2:14][C@H:10]([C:5]1[CH:6]=[CH:7][C:8]([F:9])=[C:3]([F:2])[CH:4]=1)[C@H:11]([OH:13])[CH3:12]. (2) Given the reactants [CH3:1][O:2][C:3]1[N:8]=[CH:7][C:6]([NH2:9])=[CH:5][CH:4]=1.[CH3:10][C:11]1([CH3:19])[O:16][C:15](=[O:17])[CH2:14][C:13](=[O:18])[O:12]1.[CH2:20](OC(OCC)OCC)C, predict the reaction product. The product is: [CH3:10][C:11]1([CH3:19])[O:16][C:15](=[O:17])[C:14](=[CH:20][NH:9][C:6]2[CH:7]=[N:8][C:3]([O:2][CH3:1])=[CH:4][CH:5]=2)[C:13](=[O:18])[O:12]1. (3) Given the reactants [Br-].[CH2:2]([O:4][C:5]([CH2:7][N+:8]1[CH:13]=[CH:12][CH:11]=[CH:10][CH:9]=1)=[O:6])[CH3:3].[CH3:14][S:15][C:16](SC)=[CH:17][N+]([O-])=O.C(N(CC)CC)C, predict the reaction product. The product is: [CH3:14][S:15][C:16]1[CH:17]=[C:13]2[N:8]([C:7]=1[C:5]([O:4][CH2:2][CH3:3])=[O:6])[CH:9]=[CH:10][CH:11]=[CH:12]2. (4) Given the reactants [Cl:1][C:2]1[CH:7]=[CH:6][C:5](/[CH:8]=[CH:9]/[CH2:10][N:11]2[CH2:20][CH2:19][C:14]3(OCC[O:15]3)[CH2:13][CH2:12]2)=[CH:4][CH:3]=1.Cl.[OH-].[Na+], predict the reaction product. The product is: [Cl:1][C:2]1[CH:7]=[CH:6][C:5](/[CH:8]=[CH:9]/[CH2:10][N:11]2[CH2:12][CH2:13][C:14](=[O:15])[CH2:19][CH2:20]2)=[CH:4][CH:3]=1. (5) Given the reactants [N+:1]([C:4]1[C:5]([C:9]([OH:11])=O)=[N:6][NH:7][CH:8]=1)([O-:3])=[O:2].[NH2:12][CH:13]1[CH2:18][CH2:17][N:16]([C:19]([O:21][C:22]([CH3:25])([CH3:24])[CH3:23])=[O:20])[CH2:15][CH2:14]1.C(Cl)CCl.C1C=NC2N(O)N=NC=2C=1, predict the reaction product. The product is: [C:22]([O:21][C:19]([N:16]1[CH2:17][CH2:18][CH:13]([NH:12][C:9]([C:5]2[C:4]([N+:1]([O-:3])=[O:2])=[CH:8][NH:7][N:6]=2)=[O:11])[CH2:14][CH2:15]1)=[O:20])([CH3:25])([CH3:23])[CH3:24]. (6) The product is: [Cl:23][C:24]1[S:28][C:27]([S:29]([NH:1][C:2]2[C:10]3[C:5](=[C:6]([F:13])[CH:7]=[CH:8][C:9]=3[O:11][CH3:12])[N:4]([CH2:14][C:15]3[CH:22]=[CH:21][CH:20]=[C:17]([C:18]#[N:19])[CH:16]=3)[N:3]=2)(=[O:31])=[O:30])=[CH:26][CH:25]=1. Given the reactants [NH2:1][C:2]1[C:10]2[C:5](=[C:6]([F:13])[CH:7]=[CH:8][C:9]=2[O:11][CH3:12])[N:4]([CH2:14][C:15]2[CH:16]=[C:17]([CH:20]=[CH:21][CH:22]=2)[C:18]#[N:19])[N:3]=1.[Cl:23][C:24]1[S:28][C:27]([S:29](Cl)(=[O:31])=[O:30])=[CH:26][CH:25]=1.N1C=CC=CC=1, predict the reaction product.